Dataset: Forward reaction prediction with 1.9M reactions from USPTO patents (1976-2016). Task: Predict the product of the given reaction. (1) Given the reactants [CH:1]1[C:13]2[CH:12]([CH2:14][O:15][C:16]([N:18]3[CH2:23][C@@H:22]([C:24](=[O:53])[NH:25][CH2:26][C:27]4([CH2:41][CH2:42][CH2:43][CH2:44][O:45][Si:46]([C:49]([CH3:52])([CH3:51])[CH3:50])([CH3:48])[CH3:47])[C:40]5[CH:39]=[CH:38][CH:37]=[CH:36][C:35]=5[O:34][C:33]5[C:28]4=[CH:29][CH:30]=[CH:31][CH:32]=5)[CH2:21][C@@H:20]([NH2:54])[CH2:19]3)=[O:17])[C:11]3[C:6](=[CH:7][CH:8]=[CH:9][CH:10]=3)[C:5]=2[CH:4]=[CH:3][CH:2]=1.[CH3:55][O:56][C:57]1[CH:58]=[C:59]([S:65](Cl)(=[O:67])=[O:66])[CH:60]=[CH:61][C:62]=1[O:63][CH3:64].O, predict the reaction product. The product is: [CH:1]1[C:13]2[CH:12]([CH2:14][O:15][C:16]([N:18]3[CH2:19][C@H:20]([NH:54][S:65]([C:59]4[CH:60]=[CH:61][C:62]([O:63][CH3:64])=[C:57]([O:56][CH3:55])[CH:58]=4)(=[O:67])=[O:66])[CH2:21][C@H:22]([C:24](=[O:53])[NH:25][CH2:26][C:27]4([CH2:41][CH2:42][CH2:43][CH2:44][O:45][Si:46]([C:49]([CH3:50])([CH3:51])[CH3:52])([CH3:48])[CH3:47])[C:40]5[CH:39]=[CH:38][CH:37]=[CH:36][C:35]=5[O:34][C:33]5[C:28]4=[CH:29][CH:30]=[CH:31][CH:32]=5)[CH2:23]3)=[O:17])[C:11]3[C:6](=[CH:7][CH:8]=[CH:9][CH:10]=3)[C:5]=2[CH:4]=[CH:3][CH:2]=1. (2) Given the reactants O=P12OP3(OP(OP(O3)(O1)=O)(=O)O2)=O.CS(O)(=O)=O.[NH2:20][C:21]1[C:26]([NH2:27])=[CH:25][C:24]([Br:28])=[CH:23][N:22]=1.[CH3:29][O:30][C:31]1[CH:32]=[C:33]([CH:37]=[CH:38][CH:39]=1)[C:34](O)=O.[OH-].[Na+], predict the reaction product. The product is: [Br:28][C:24]1[CH:25]=[C:26]2[NH:27][C:34]([C:33]3[CH:37]=[CH:38][CH:39]=[C:31]([O:30][CH3:29])[CH:32]=3)=[N:20][C:21]2=[N:22][CH:23]=1. (3) Given the reactants [CH:1]1([C:6]2[NH:14][C:13]3[C:12](SC)=[N:11][C:10](=[O:17])[N:9]([CH2:18][CH2:19][CH3:20])[C:8]=3[N:7]=2)[CH2:5][CH2:4][CH2:3][CH2:2]1.[NH2:21][C@@H:22]([CH2:25][C:26]1[CH:31]=[CH:30][N:29]=[CH:28][CH:27]=1)[CH2:23][OH:24], predict the reaction product. The product is: [CH:1]1([C:6]2[NH:14][C:13]3[C:12]([NH:21][C@@H:22]([CH2:25][C:26]4[CH:27]=[CH:28][N:29]=[CH:30][CH:31]=4)[CH2:23][OH:24])=[N:11][C:10](=[O:17])[N:9]([CH2:18][CH2:19][CH3:20])[C:8]=3[N:7]=2)[CH2:5][CH2:4][CH2:3][CH2:2]1. (4) Given the reactants [CH3:1][C:2]#[N:3].[Li]CCCC.[CH3:9][O:10][C:11]1[CH:25]=[CH:24][C:14]([CH2:15][O:16][CH2:17][CH2:18][C:19](OCC)=[O:20])=[CH:13][CH:12]=1, predict the reaction product. The product is: [CH3:9][O:10][C:11]1[CH:12]=[CH:13][C:14]([CH2:15][O:16][CH2:17][CH2:18][C:19](=[O:20])[CH2:1][C:2]#[N:3])=[CH:24][CH:25]=1. (5) The product is: [CH2:7]([O:9][C:10]([C:11]1[N:1]=[C:2]2[N:6]([C:12]=1[CH2:13][CH3:14])[CH:5]=[CH:4][S:3]2)=[O:17])[CH3:8]. Given the reactants [NH2:1][C:2]1[S:3][CH:4]=[CH:5][N:6]=1.[CH2:7]([O:9][C:10](=[O:17])[C:11](=O)[CH:12](Br)[CH2:13][CH3:14])[CH3:8], predict the reaction product. (6) Given the reactants [CH3:1][O:2][C:3]1[CH:4]=[C:5]([CH2:11][CH2:12][C:13](O)=[O:14])[CH:6]=[C:7]([O:9][CH3:10])[CH:8]=1.CO, predict the reaction product. The product is: [CH3:10][O:9][C:7]1[CH:6]=[C:5]([CH2:11][CH2:12][CH2:13][OH:14])[CH:4]=[C:3]([O:2][CH3:1])[CH:8]=1. (7) Given the reactants [C:1]([O:5][C:6](=[O:33])/[CH:7]=[CH:8]/[C:9]1[C:14](=[O:15])[N:13]2[CH:16]=[CH:17][C:18]([C:20]([NH:22][C:23]3[S:24][CH:25]=[C:26]([C:28]([CH3:31])([CH3:30])[CH3:29])[N:27]=3)=[O:21])=[CH:19][C:12]2=[N:11][C:10]=1O)([CH3:4])([CH3:3])[CH3:2].P(Cl)(OC1C=CC=CC=1)(OC1C=CC=CC=1)=O.C(N(C(C)C)CC)(C)C.[OH:60][CH:61]1[CH2:66][CH2:65][NH:64][CH2:63][CH2:62]1, predict the reaction product. The product is: [C:1]([O:5][C:6](=[O:33])/[CH:7]=[CH:8]/[C:9]1[C:14](=[O:15])[N:13]2[CH:16]=[CH:17][C:18]([C:20]([NH:22][C:23]3[S:24][CH:25]=[C:26]([C:28]([CH3:30])([CH3:31])[CH3:29])[N:27]=3)=[O:21])=[CH:19][C:12]2=[N:11][C:10]=1[N:64]1[CH2:65][CH2:66][CH:61]([OH:60])[CH2:62][CH2:63]1)([CH3:2])([CH3:3])[CH3:4]. (8) Given the reactants Cl.[CH2:2]([O:9][C:10]1[CH:19]=[C:18]2[C:13]([C:14]([Cl:20])=[N:15][CH:16]=[N:17]2)=[CH:12][C:11]=1[O:21][CH3:22])[C:3]1[CH:8]=[CH:7][CH:6]=[CH:5][CH:4]=1.[Cl:23][C:24]1[C:25]([F:31])=[C:26]([CH:28]=[CH:29][CH:30]=1)[NH2:27], predict the reaction product. The product is: [ClH:20].[CH2:2]([O:9][C:10]1[CH:19]=[C:18]2[C:13]([C:14]([NH:27][C:26]3[CH:28]=[CH:29][CH:30]=[C:24]([Cl:23])[C:25]=3[F:31])=[N:15][CH:16]=[N:17]2)=[CH:12][C:11]=1[O:21][CH3:22])[C:3]1[CH:8]=[CH:7][CH:6]=[CH:5][CH:4]=1. (9) Given the reactants N[C@H](C(O)=O)CS.[C:8]([C:10]1[CH:11]=[C:12]([CH:39]=[CH:40][C:41]=1[O:42][CH:43]([CH3:45])[CH3:44])[CH2:13][O:14][C:15]1[CH:23]=[CH:22][C:21]2[N:20]3[CH2:24][CH2:25][CH:26]([CH2:27][C:28]([O:30]C(C)(C)C)=[O:29])[C:19]3=[C:18]([S:35]([CH3:38])(=[O:37])=[O:36])[C:17]=2[CH:16]=1)#[N:9].O.C(OCC)(=O)C, predict the reaction product. The product is: [C:8]([C:10]1[CH:11]=[C:12]([CH:39]=[CH:40][C:41]=1[O:42][CH:43]([CH3:45])[CH3:44])[CH2:13][O:14][C:15]1[CH:23]=[CH:22][C:21]2[N:20]3[CH2:24][CH2:25][CH:26]([CH2:27][C:28]([OH:30])=[O:29])[C:19]3=[C:18]([S:35]([CH3:38])(=[O:37])=[O:36])[C:17]=2[CH:16]=1)#[N:9].